Predict which catalyst facilitates the given reaction. From a dataset of Catalyst prediction with 721,799 reactions and 888 catalyst types from USPTO. (1) Reactant: [N:1]1[C:2]([CH2:10][OH:11])=[CH:3][N:4]2[CH:9]=[CH:8][CH:7]=[CH:6][C:5]=12.[Cl:12]N1C(=O)CCC1=O. Product: [Cl:12][C:3]1[N:4]2[CH:9]=[CH:8][CH:7]=[CH:6][C:5]2=[N:1][C:2]=1[CH2:10][OH:11]. The catalyst class is: 3. (2) Reactant: [Mg].II.[Cl:4][C:5]1[CH:12]=[CH:11][C:8]([CH2:9]Cl)=[CH:7][CH:6]=1.[Cl:13][C:14]1[CH:21]=[C:20]([Cl:22])[CH:19]=[CH:18][C:15]=1[C:16]#N.C([O:25]CC)C. Product: [Cl:4][C:5]1[CH:12]=[CH:11][C:8]([CH2:9][C:16]([C:15]2[CH:18]=[CH:19][C:20]([Cl:22])=[CH:21][C:14]=2[Cl:13])=[O:25])=[CH:7][CH:6]=1. The catalyst class is: 451. (3) Reactant: C(#N)C.[OH:4][C:5]1[CH:6]=[C:7]2[C:12](=[CH:13][CH:14]=1)[CH2:11][N:10]([C:15]([O:17][C:18]([CH3:21])([CH3:20])[CH3:19])=[O:16])[CH2:9][CH2:8]2.FC(F)(F)S(O[CH2:28][C:29]([F:32])([F:31])[F:30])(=O)=O.C(=O)([O-])[O-].[K+].[K+]. Product: [F:30][C:29]([F:32])([F:31])[CH2:28][O:4][C:5]1[CH:6]=[C:7]2[C:12](=[CH:13][CH:14]=1)[CH2:11][N:10]([C:15]([O:17][C:18]([CH3:21])([CH3:20])[CH3:19])=[O:16])[CH2:9][CH2:8]2. The catalyst class is: 6. (4) Reactant: Br[C:2]1[CH:7]=[C:6]([Cl:8])[CH:5]=[CH:4][C:3]=1[C:9]1[CH:18]=[CH:17][CH:16]=[C:15]2[C:10]=1[CH:11]=[CH:12][C:13]([S:19]([NH:22][C:23]1[S:27][N:26]=[CH:25][N:24]=1)(=[O:21])=[O:20])=[CH:14]2.C(=O)([O-])[O-].[K+].[K+].[N:34]1[CH:39]=[CH:38][C:37](B(O)O)=[CH:36][CH:35]=1.O1CCOCC1. Product: [Cl:8][C:6]1[CH:5]=[CH:4][C:3]([C:9]2[CH:18]=[CH:17][CH:16]=[C:15]3[C:10]=2[CH:11]=[CH:12][C:13]([S:19]([NH:22][C:23]2[S:27][N:26]=[CH:25][N:24]=2)(=[O:21])=[O:20])=[CH:14]3)=[C:2]([C:37]2[CH:38]=[CH:39][N:34]=[CH:35][CH:36]=2)[CH:7]=1. The catalyst class is: 103. (5) Reactant: [CH:1]([C:3]1[CH:8]=[CH:7][C:6]([C:9]2[N:37]([S:38]([C:41]3[CH:46]=[CH:45][CH:44]=[CH:43][CH:42]=3)(=[O:40])=[O:39])[C:12]3=[N:13][CH:14]=[CH:15][C:16]([C:17]4[C:18]([C:23]5[CH:28]=[CH:27][C:26]([NH:29][C:30]([N:32]6[CH2:36][CH2:35][CH2:34][CH2:33]6)=[O:31])=[CH:25][CH:24]=5)=[N:19][N:20]([CH3:22])[CH:21]=4)=[C:11]3[CH:10]=2)=[CH:5][CH:4]=1)=O.[CH2:47]([NH:49][CH2:50][CH2:51][OH:52])[CH3:48].ClCCl. Product: [CH2:47]([N:49]([CH2:1][C:3]1[CH:8]=[CH:7][C:6]([C:9]2[N:37]([S:38]([C:41]3[CH:46]=[CH:45][CH:44]=[CH:43][CH:42]=3)(=[O:39])=[O:40])[C:12]3=[N:13][CH:14]=[CH:15][C:16]([C:17]4[C:18]([C:23]5[CH:24]=[CH:25][C:26]([NH:29][C:30]([N:32]6[CH2:36][CH2:35][CH2:34][CH2:33]6)=[O:31])=[CH:27][CH:28]=5)=[N:19][N:20]([CH3:22])[CH:21]=4)=[C:11]3[CH:10]=2)=[CH:5][CH:4]=1)[CH2:50][CH2:51][OH:52])[CH3:48]. The catalyst class is: 68. (6) Reactant: [NH2:1][C:2]1[N:7]=[C:6]([CH2:8][CH2:9][CH3:10])[N:5]([C:11]2[CH:16]=[CH:15][C:14]([O:17][CH2:18][C:19]([F:22])([F:21])[F:20])=[CH:13][CH:12]=2)[C:4](=[O:23])[CH:3]=1.[C:24](Cl)(=[O:27])[CH:25]=[CH2:26].C(=O)([O-])[O-].[K+].[K+].[Cl-].[NH4+]. Product: [CH2:8]([C:6]1[N:5]([C:11]2[CH:12]=[CH:13][C:14]([O:17][CH2:18][C:19]([F:22])([F:20])[F:21])=[CH:15][CH:16]=2)[C:4](=[O:23])[C:3]2[CH2:26][CH2:25][C:24](=[O:27])[NH:1][C:2]=2[N:7]=1)[CH2:9][CH3:10]. The catalyst class is: 80. (7) Reactant: C(O[C:4](=[O:15])[C:5]([N:10]1[CH:14]=[CH:13][N:12]=[CH:11]1)=[CH:6][N:7](C)C)C.[NH:16]([C:18]1[CH:23]=[C:22]([N:24]2[CH2:29][CH2:28][CH2:27][CH2:26][CH2:25]2)[N:21]=[CH:20][N:19]=1)N.C1(C)C=CC(S(O)(=O)=O)=CC=1. Product: [N:10]1([C:5]2[C:4](=[O:15])[N:16]([C:18]3[CH:23]=[C:22]([N:24]4[CH2:25][CH2:26][CH2:27][CH2:28][CH2:29]4)[N:21]=[CH:20][N:19]=3)[NH:7][CH:6]=2)[CH:14]=[CH:13][N:12]=[CH:11]1. The catalyst class is: 13.